This data is from Catalyst prediction with 721,799 reactions and 888 catalyst types from USPTO. The task is: Predict which catalyst facilitates the given reaction. (1) Reactant: [OH:1][CH2:2][C:3]1[CH:4]=[C:5]([CH:10]=[C:11]([C:13]([N:15]2[CH2:19][CH2:18][CH2:17][C@@H:16]2[C:20]2[S:21][CH:22]=[C:23]([CH3:25])[N:24]=2)=[O:14])[CH:12]=1)[C:6]([O:8][CH3:9])=[O:7].CC(OI1(OC(C)=O)(OC(C)=O)OC(=O)C2C=CC=CC1=2)=O.[O-]S([O-])(=S)=O.[Na+].[Na+].C([O-])(O)=O.[Na+]. Product: [CH:2]([C:3]1[CH:4]=[C:5]([CH:10]=[C:11]([C:13]([N:15]2[CH2:19][CH2:18][CH2:17][C@@H:16]2[C:20]2[S:21][CH:22]=[C:23]([CH3:25])[N:24]=2)=[O:14])[CH:12]=1)[C:6]([O:8][CH3:9])=[O:7])=[O:1]. The catalyst class is: 2. (2) Reactant: [F:1][C:2]([F:41])([F:40])[C:3]1[CH:4]=[C:5]([C@H:13]2[O:17][C:16](=[O:18])[N:15]([CH2:19][C:20]3[C:21]([NH:30][CH:31]4[CH2:36][CH2:35][NH:34][CH:33]([CH2:37][CH3:38])[CH2:32]4)=[N:22][CH:23]=[C:24]([C:26]([F:29])([F:28])[F:27])[CH:25]=3)[C@H:14]2[CH3:39])[CH:6]=[C:7]([C:9]([F:12])([F:11])[F:10])[CH:8]=1.[CH:42](=O)[CH2:43][CH3:44].[BH-](OC(C)=O)(OC(C)=O)OC(C)=O.[Na+].O. Product: [F:10][C:9]([F:12])([F:11])[C:7]1[CH:6]=[C:5]([C@H:13]2[O:17][C:16](=[O:18])[N:15]([CH2:19][C:20]3[C:21]([NH:30][CH:31]4[CH2:36][CH2:35][N:34]([CH2:42][CH2:43][CH3:44])[CH:33]([CH2:37][CH3:38])[CH2:32]4)=[N:22][CH:23]=[C:24]([C:26]([F:28])([F:29])[F:27])[CH:25]=3)[C@H:14]2[CH3:39])[CH:4]=[C:3]([C:2]([F:1])([F:40])[F:41])[CH:8]=1. The catalyst class is: 4. (3) Reactant: [N+:1]([C:4]1[CH:5]=[C:6]2[C:10](=[CH:11][CH:12]=1)[NH:9][CH:8]=[CH:7]2)([O-:3])=[O:2].O=[C:14]1[CH2:19][CH2:18][N:17]([C:20]([O:22][C:23]([CH3:26])([CH3:25])[CH3:24])=[O:21])[CH2:16][CH2:15]1.N1CCCC1. Product: [N+:1]([C:4]1[CH:5]=[C:6]2[C:10](=[CH:11][CH:12]=1)[NH:9][CH:8]=[C:7]2[C:14]1[CH2:19][CH2:18][N:17]([C:20]([O:22][C:23]([CH3:26])([CH3:25])[CH3:24])=[O:21])[CH2:16][CH:15]=1)([O-:3])=[O:2]. The catalyst class is: 6. (4) Reactant: [C:1]1([O:7][C:8](=[O:34])[N:9]([C@:11]([C:26]2[CH:31]=[CH:30][C:29]([Cl:32])=[C:28]([Cl:33])[CH:27]=2)([CH2:22][CH2:23][CH2:24][OH:25])[CH2:12][N:13]([CH3:21])[C:14](=[O:20])[CH2:15][C:16]([F:19])([F:18])[F:17])[CH3:10])[CH:6]=[CH:5][CH:4]=[CH:3][CH:2]=1.C(N(CC)CC)C.O. Product: [C:1]1([O:7][C:8](=[O:34])[N:9]([C@:11]([C:26]2[CH:31]=[CH:30][C:29]([Cl:32])=[C:28]([Cl:33])[CH:27]=2)([CH2:22][CH2:23][CH:24]=[O:25])[CH2:12][N:13]([CH3:21])[C:14](=[O:20])[CH2:15][C:16]([F:19])([F:17])[F:18])[CH3:10])[CH:6]=[CH:5][CH:4]=[CH:3][CH:2]=1. The catalyst class is: 16. (5) Reactant: [CH:1]1[C:6]([Cl:7])=[CH:5][C:4]([OH:8])=[C:3]([O:9][C:10]2[CH:15]=[CH:14][C:13]([Cl:16])=[CH:12][C:11]=2[Cl:17])[CH:2]=1.C(N(CC)CC)C.[C:25](Cl)(=[O:28])[CH:26]=[CH2:27]. Product: [CH2:27]=[CH:26][C:25]([O:8][C:4]1[CH:5]=[C:6]([Cl:7])[CH:1]=[CH:2][C:3]=1[O:9][C:10]1[CH:15]=[CH:14][C:13]([Cl:16])=[CH:12][C:11]=1[Cl:17])=[O:28]. The catalyst class is: 7. (6) Reactant: [C:1]([C:4]1[CH:9]=[CH:8][C:7]([C:10]2[S:14][C:13]([NH:15]C(=O)C)=[N:12][C:11]=2[CH3:19])=[CH:6][C:5]=1[F:20])(=[O:3])[CH3:2].Cl. Product: [NH2:15][C:13]1[S:14][C:10]([C:7]2[CH:8]=[CH:9][C:4]([C:1](=[O:3])[CH3:2])=[C:5]([F:20])[CH:6]=2)=[C:11]([CH3:19])[N:12]=1. The catalyst class is: 14. (7) Product: [O:32]=[C:26]1[CH:25]([N:18]2[C:17](=[O:33])[C:16]3[C:20](=[CH:21][CH:22]=[CH:23][C:15]=3[CH2:14][NH:13][C:41]([C:36]3[CH:37]=[CH:38][CH:39]=[CH:40][N:35]=3)=[O:42])[C:19]2=[O:24])[CH2:30][CH2:29][C:28](=[O:31])[NH:27]1. The catalyst class is: 23. Reactant: N12CCCN=C1CCCCC2.Cl.[NH2:13][CH2:14][C:15]1[CH:23]=[CH:22][CH:21]=[C:20]2[C:16]=1[C:17](=[O:33])[N:18]([CH:25]1[CH2:30][CH2:29][C:28](=[O:31])[NH:27][C:26]1=[O:32])[C:19]2=[O:24].Cl.[N:35]1[CH:40]=[CH:39][CH:38]=[CH:37][C:36]=1[C:41](Cl)=[O:42]. (8) Reactant: [C:1]([O:5][C:6](=[O:22])[NH:7][CH:8]([C:10]1[N:14]([CH2:15][CH3:16])[C:13]2[CH:17]=[CH:18][C:19](Br)=[CH:20][C:12]=2[N:11]=1)[CH3:9])([CH3:4])([CH3:3])[CH3:2].[N:23]1[CH:28]=[CH:27][CH:26]=[CH:25][C:24]=1B(O)O.C(=O)([O-])[O-].[K+].[K+].O1CCOCC1. Product: [C:1]([O:5][C:6](=[O:22])[NH:7][C@@H:8]([C:10]1[N:14]([CH2:15][CH3:16])[C:13]2[CH:17]=[CH:18][C:19]([C:25]3[CH:24]=[N:23][CH:28]=[CH:27][CH:26]=3)=[CH:20][C:12]=2[N:11]=1)[CH3:9])([CH3:4])([CH3:3])[CH3:2]. The catalyst class is: 6. (9) Reactant: [N+:1]([C:4]1[CH:9]=[CH:8][C:7]([C:10]2[CH:15]=[CH:14][N:13]=[CH:12][CH:11]=2)=[CH:6][C:5]=1[O:16][CH:17]([CH3:19])[CH3:18])([O-:3])=[O:2].[CH3:20][I:21]. Product: [I-:21].[CH3:20][N+:13]1[CH:12]=[CH:11][C:10]([C:7]2[CH:8]=[CH:9][C:4]([N+:1]([O-:3])=[O:2])=[C:5]([O:16][CH:17]([CH3:19])[CH3:18])[CH:6]=2)=[CH:15][CH:14]=1. The catalyst class is: 10. (10) Reactant: [Cl:1][C:2]1[N:7]=[C:6]([Cl:8])[C:5]([NH2:9])=[CH:4][N:3]=1.[CH3:10][C:11]([CH3:13])=O.C([BH3-])#N.[Na+]. Product: [Cl:1][C:2]1[N:7]=[C:6]([Cl:8])[C:5]([NH:9][CH:11]([CH3:13])[CH3:10])=[CH:4][N:3]=1. The catalyst class is: 528.